Dataset: Reaction yield outcomes from USPTO patents with 853,638 reactions. Task: Predict the reaction yield, written as a fraction of the theoretical maximum amount of product (1.0 means a 100% yield; for example, 0.34 means a 34% yield). The catalyst is C(Cl)Cl. The yield is 0.950. The product is [CH3:1][S:2]([C:4]1[S:8][C:7]([CH2:9][N:10]([CH3:23])[C:11]([C:13]23[CH2:20][CH:19]4[CH2:18][CH:17]([CH2:16][CH:15]([CH2:21]4)[CH2:14]2)[CH2:22]3)=[O:12])=[CH:6][CH:5]=1)(=[O:32])=[O:3]. The reactants are [CH3:1][S:2]([C:4]1[S:8][C:7]([CH2:9][N:10]([CH3:23])[C:11]([C:13]23[CH2:22][CH:17]4[CH2:18][CH:19]([CH2:21][CH:15]([CH2:16]4)[CH2:14]2)[CH2:20]3)=[O:12])=[CH:6][CH:5]=1)=[O:3].C1C=C(Cl)C=C(C(OO)=[O:32])C=1.